This data is from Peptide-MHC class I binding affinity with 185,985 pairs from IEDB/IMGT. The task is: Regression. Given a peptide amino acid sequence and an MHC pseudo amino acid sequence, predict their binding affinity value. This is MHC class I binding data. The peptide sequence is TLWAIINTI. The MHC is HLA-A32:01 with pseudo-sequence HLA-A32:01. The binding affinity (normalized) is 0.961.